From a dataset of Full USPTO retrosynthesis dataset with 1.9M reactions from patents (1976-2016). Predict the reactants needed to synthesize the given product. (1) Given the product [C:19]([O:18][C:16]([N:13]1[CH2:14][CH2:15][CH:10]([O:9][CH2:8][C:5]2[CH:6]=[N:7][C:2]([N:32]3[C:33]4[C:29](=[CH:28][C:27]([S:24]([CH3:23])(=[O:26])=[O:25])=[CH:35][CH:34]=4)[CH:30]=[CH:31]3)=[CH:3][CH:4]=2)[CH2:11][CH2:12]1)=[O:17])([CH3:22])([CH3:21])[CH3:20], predict the reactants needed to synthesize it. The reactants are: Cl[C:2]1[N:7]=[CH:6][C:5]([CH2:8][O:9][CH:10]2[CH2:15][CH2:14][N:13]([C:16]([O:18][C:19]([CH3:22])([CH3:21])[CH3:20])=[O:17])[CH2:12][CH2:11]2)=[CH:4][CH:3]=1.[CH3:23][S:24]([C:27]1[CH:28]=[C:29]2[C:33](=[CH:34][CH:35]=1)[NH:32][CH:31]=[CH:30]2)(=[O:26])=[O:25]. (2) Given the product [CH2:24]([S:26]([N:6]1[CH2:5][C:4](=[CH:3][C:1]#[N:2])[CH2:7]1)(=[O:28])=[O:27])[CH3:25], predict the reactants needed to synthesize it. The reactants are: [C:1]([CH:3]=[C:4]1[CH2:7][N:6](C(OC(C)(C)C)=O)[CH2:5]1)#[N:2].C(N(C(C)C)CC)(C)C.[CH2:24]([S:26](Cl)(=[O:28])=[O:27])[CH3:25].C(OCC)(=O)C. (3) Given the product [N:5]([C:6]1[CH:10]=[CH:9][S:8][C:7]=1[C:11]([O:13][CH3:14])=[O:12])=[C:1]=[S:2], predict the reactants needed to synthesize it. The reactants are: [C:1](Cl)(Cl)=[S:2].[NH2:5][C:6]1[CH:10]=[CH:9][S:8][C:7]=1[C:11]([O-:13])=[O:12].[CH2:14](N(CC)CC)C.O. (4) Given the product [CH3:19][O:20][C:21](=[O:34])[C@@H:22]([NH:33][S:14]([C:3]1[CH:4]=[CH:5][CH:6]=[C:7]([C:8]2[CH:9]=[N:10][CH:11]=[CH:12][CH:13]=2)[C:2]=1[CH3:1])(=[O:16])=[O:15])[CH2:23][NH:24][C:25]([C:27]1[S:28][C:29]([Cl:32])=[CH:30][CH:31]=1)=[O:26], predict the reactants needed to synthesize it. The reactants are: [CH3:1][C:2]1[C:7]([C:8]2[CH:9]=[N:10][CH:11]=[CH:12][CH:13]=2)=[CH:6][CH:5]=[CH:4][C:3]=1[S:14](Cl)(=[O:16])=[O:15].Cl.[CH3:19][O:20][C:21](=[O:34])[C@@H:22]([NH2:33])[CH2:23][NH:24][C:25]([C:27]1[S:28][C:29]([Cl:32])=[CH:30][CH:31]=1)=[O:26]. (5) Given the product [OH:8][CH:9]([C:11]1[O:12][C:13](=[O:28])[C:14]2[C:19]([C:20]=1[CH2:21][N:22]1[CH2:23][CH2:24][O:25][CH2:26][CH2:27]1)=[CH:18][CH:17]=[CH:16][CH:15]=2)[CH3:10], predict the reactants needed to synthesize it. The reactants are: [Si]([O:8][CH:9]([C:11]1[O:12][C:13](=[O:28])[C:14]2[C:19]([C:20]=1[CH2:21][N:22]1[CH2:27][CH2:26][O:25][CH2:24][CH2:23]1)=[CH:18][CH:17]=[CH:16][CH:15]=2)[CH3:10])(C(C)(C)C)(C)C.CCCC[N+](CCCC)(CCCC)CCCC.[F-].O. (6) Given the product [F:11][C:12]([F:19])([F:18])[S:13]([O-:16])(=[O:15])=[O:14].[CH3:12][O:10][C:1]1[C:9]2[C:4](=[CH:5][CH:6]=[CH:7][CH:8]=2)[CH2:3][NH+:2]=1, predict the reactants needed to synthesize it. The reactants are: [C:1]1(=[O:10])[C:9]2[C:4](=[CH:5][CH:6]=[CH:7][CH:8]=2)[CH:3]=[N:2]1.[F:11][C:12]([F:19])([F:18])[S:13]([O:16]C)(=[O:15])=[O:14].